This data is from Catalyst prediction with 721,799 reactions and 888 catalyst types from USPTO. The task is: Predict which catalyst facilitates the given reaction. (1) Reactant: [S:1]1[C:5]([C:6]([OH:8])=O)=[CH:4][N:3]=[CH:2]1.CCN(C(C)C)C(C)C.CN(C(ON1N=NC2C=CC=CC1=2)=[N+](C)C)C.[B-](F)(F)(F)F.Cl.[CH3:41][O:42][C:43]1[CH:52]=[CH:51][CH:50]=[C:49]2[C:44]=1[CH2:45][CH2:46][N:47]([CH2:53][C:54]1[CH:59]=[CH:58][C:57]([C@@H:60]([NH2:62])[CH3:61])=[CH:56][CH:55]=1)[CH2:48]2. Product: [CH3:41][O:42][C:43]1[CH:52]=[CH:51][CH:50]=[C:49]2[C:44]=1[CH2:45][CH2:46][N:47]([CH2:53][C:54]1[CH:55]=[CH:56][C:57]([C@@H:60]([NH:62][C:6]([C:5]3[S:1][CH:2]=[N:3][CH:4]=3)=[O:8])[CH3:61])=[CH:58][CH:59]=1)[CH2:48]2. The catalyst class is: 3. (2) Reactant: [CH3:1][O:2][CH:3]1[CH2:8][CH2:7][N:6]([CH2:9][C:10]#[N:11])[CH2:5][CH2:4]1. Product: [CH3:1][O:2][CH:3]1[CH2:8][CH2:7][N:6]([CH2:9][CH2:10][NH2:11])[CH2:5][CH2:4]1. The catalyst class is: 592. (3) Reactant: [CH:1]1([N:7]2[C:12](=[O:13])[C:11]([C:14]([O:16]CC)=[O:15])=[CH:10][N:9]=[C:8]2[C:19]2[CH:24]=[CH:23][CH:22]=[CH:21][CH:20]=2)[CH2:6][CH2:5][CH2:4][CH2:3][CH2:2]1.[I-].[Li+]. Product: [CH:1]1([N:7]2[C:12](=[O:13])[C:11]([C:14]([OH:16])=[O:15])=[CH:10][N:9]=[C:8]2[C:19]2[CH:20]=[CH:21][CH:22]=[CH:23][CH:24]=2)[CH2:6][CH2:5][CH2:4][CH2:3][CH2:2]1. The catalyst class is: 13. (4) Reactant: [F:1][C:2]1([F:27])[CH2:7][CH2:6][CH:5]([CH2:8][C:9]2[N:13]3[C:14]([CH3:20])=[CH:15][C:16]([C:18]#N)=[CH:17][C:12]3=[N:11][C:10]=2[C:21]([O:24][CH2:25][CH3:26])([CH3:23])[CH3:22])[CH2:4][CH2:3]1.[OH2:28].[OH-:29].[Li+].Cl. Product: [F:27][C:2]1([F:1])[CH2:3][CH2:4][CH:5]([CH2:8][C:9]2[N:13]3[C:14]([CH3:20])=[CH:15][C:16]([C:18]([OH:29])=[O:28])=[CH:17][C:12]3=[N:11][C:10]=2[C:21]([O:24][CH2:25][CH3:26])([CH3:22])[CH3:23])[CH2:6][CH2:7]1. The catalyst class is: 8. (5) Reactant: [C:1]12(O)[CH2:10][CH:5]3[CH2:6][CH:7]([CH2:9][C:3](O)([CH2:4]3)[CH2:2]1)[CH2:8]2.[OH2:13].[C:14]1([CH3:24])C=CC(S(O)(=O)=O)=[CH:16][CH:15]=1.CO[CH2:27][CH2:28][O:29]C.[C:31]1([CH:38]=[CH:37][CH:36]=[C:34]([OH:35])[CH:33]=1)[OH:32]. Product: [OH:32][C:31]1[CH:33]=[C:34]([OH:35])[CH:36]=[CH:37][C:38]=1[C:3]12[CH2:9][CH:7]3[CH2:6][CH:5]([CH2:10][C:1]([C:15]4[CH:16]=[CH:27][C:28]([OH:29])=[CH:24][C:14]=4[OH:13])([CH2:8]3)[CH2:2]1)[CH2:4]2. The catalyst class is: 6.